Predict which catalyst facilitates the given reaction. From a dataset of Catalyst prediction with 721,799 reactions and 888 catalyst types from USPTO. (1) Reactant: [Cl:1][C:2]1[C:11]2[C:10]([O:12][CH3:13])=[CH:9][CH:8]=[C:7]([S:14]([OH:17])(=[O:16])=O)[C:6]=2[CH:5]=[CH:4][N:3]=1.C[N:19]([CH:21]=O)[CH3:20]. Product: [Cl:1][C:2]1[C:11]2[C:10]([O:12][CH3:13])=[CH:9][CH:8]=[C:7]([S:14]([N:3]3[CH2:2][CH2:11][CH2:21][NH:19][CH2:20][CH2:4]3)(=[O:16])=[O:17])[C:6]=2[CH:5]=[CH:4][N:3]=1. The catalyst class is: 309. (2) Reactant: [CH2:1]([N:5]1[C:13]2[N:12]=[C:11]([Cl:14])[NH:10][C:9]=2[C:8](=[O:15])[N:7]([CH2:16][CH2:17][CH2:18][CH2:19][C:20]([O:22]CC)=[O:21])[C:6]1=[O:25])[CH2:2][CH2:3][CH3:4].[Li+].[OH-].O.CO. Product: [CH2:1]([N:5]1[C:13]2[N:12]=[C:11]([Cl:14])[NH:10][C:9]=2[C:8](=[O:15])[N:7]([CH2:16][CH2:17][CH2:18][CH2:19][C:20]([OH:22])=[O:21])[C:6]1=[O:25])[CH2:2][CH2:3][CH3:4]. The catalyst class is: 25. (3) Reactant: [CH2:1]([C:5]1[N:6]=[C:7]([CH3:35])[N:8]([CH2:31][C:32](O)=[O:33])[C:9](=[O:30])[C:10]=1[CH2:11][C:12]1[CH:17]=[CH:16][C:15]([C:18]2[CH:23]=[CH:22][CH:21]=[CH:20][C:19]=2[C:24]2[NH:28][C:27](=[O:29])[O:26][N:25]=2)=[CH:14][CH:13]=1)[CH2:2][CH2:3][CH3:4].[C:36]([NH2:40])([CH3:39])([CH3:38])[CH3:37].ON1C2C=CC=CC=2N=N1.Cl.C(N=C=NCCCN(C)C)C. Product: [C:36]([NH:40][C:32](=[O:33])[CH2:31][N:8]1[C:9](=[O:30])[C:10]([CH2:11][C:12]2[CH:13]=[CH:14][C:15]([C:18]3[CH:23]=[CH:22][CH:21]=[CH:20][C:19]=3[C:24]3[NH:28][C:27](=[O:29])[O:26][N:25]=3)=[CH:16][CH:17]=2)=[C:5]([CH2:1][CH2:2][CH2:3][CH3:4])[N:6]=[C:7]1[CH3:35])([CH3:39])([CH3:38])[CH3:37]. The catalyst class is: 434. (4) Reactant: F[C:2]1[CH:3]=[C:4]([C:11]2[CH:16]=[CH:15][C:14]([C:17]([F:20])([F:19])[F:18])=[CH:13][CH:12]=2)[CH:5]=[CH:6][C:7]=1[CH2:8][CH:9]=[O:10].[BH4-].[Na+].CCOC(C)=O.CCCCCC. Product: [F:18][C:17]([F:19])([F:20])[C:14]1[CH:13]=[CH:12][C:11]([C:4]2[CH:5]=[CH:6][C:7]([CH2:8][CH2:9][OH:10])=[CH:2][CH:3]=2)=[CH:16][CH:15]=1. The catalyst class is: 36. (5) Reactant: Br[C:2]1[CH:3]=[CH:4][C:5]([NH:8][CH2:9][C:10]2[CH:15]=[CH:14][C:13]([Cl:16])=[CH:12][CH:11]=2)=[N:6][CH:7]=1.C([Li])(C)(C)C.CN(C)[CH:24]=[O:25].[Cl-].[NH4+]. Product: [Cl:16][C:13]1[CH:14]=[CH:15][C:10]([CH2:9][NH:8][C:5]2[N:6]=[CH:7][C:2]([CH:24]=[O:25])=[CH:3][CH:4]=2)=[CH:11][CH:12]=1. The catalyst class is: 7. (6) Reactant: Br[C:2]1[S:3][C:4]2[CH:10]=[C:9]([CH2:11][N:12]3[C:16]4[CH:17]=[C:18]([O:23][CH3:24])[C:19]([O:21][CH3:22])=[CH:20][C:15]=4[N:14]=[CH:13]3)[CH:8]=[CH:7][C:5]=2[N:6]=1.CCN(C(C)C)C(C)C.[NH2:34][C@@H:35]1[CH2:40][CH2:39][CH2:38][CH2:37][C@H:36]1[OH:41]. Product: [CH3:22][O:21][C:19]1[C:18]([O:23][CH3:24])=[CH:17][C:16]2[N:12]([CH2:11][C:9]3[CH:8]=[CH:7][C:5]4[N:6]=[C:2]([NH:34][C@@H:35]5[CH2:40][CH2:39][CH2:38][CH2:37][C@H:36]5[OH:41])[S:3][C:4]=4[CH:10]=3)[CH:13]=[N:14][C:15]=2[CH:20]=1. The catalyst class is: 44. (7) The catalyst class is: 71. Product: [CH3:25][O:24][C:8]1[C:9]2[C:10]3[CH:14]=[N:13][NH:12][C:11]=3[C:2]([NH:33][C:32]3[CH:34]=[CH:35][CH:36]=[C:30]([S:27]([CH3:26])(=[O:29])=[O:28])[CH:31]=3)=[N:3][C:4]=2[CH:5]=[CH:6][CH:7]=1. Reactant: Cl[C:2]1[C:11]2=[N:12][N:13](CC3C=CC(OC)=CC=3)[CH:14]=[C:10]2[C:9]2[C:8]([O:24][CH3:25])=[CH:7][CH:6]=[CH:5][C:4]=2[N:3]=1.[CH3:26][S:27]([C:30]1[CH:31]=[C:32]([CH:34]=[CH:35][CH:36]=1)[NH2:33])(=[O:29])=[O:28].Cl.